Dataset: Full USPTO retrosynthesis dataset with 1.9M reactions from patents (1976-2016). Task: Predict the reactants needed to synthesize the given product. (1) Given the product [CH:1]1([CH2:6][C@H:7]([C@@H:23]([OH:32])[CH2:24][CH2:25][C:26]2[CH:31]=[CH:30][CH:29]=[CH:28][CH:27]=2)[C:8]([OH:9])=[O:38])[CH2:2][CH2:3][CH2:4][CH2:5]1, predict the reactants needed to synthesize it. The reactants are: [CH:1]1([CH2:6][C@H:7]([C@@H:23]([OH:32])[CH2:24][CH2:25][C:26]2[CH:31]=[CH:30][CH:29]=[CH:28][CH:27]=2)[C:8](N2[C@H](CC3C=CC=CC=3)COC2=O)=[O:9])[CH2:5][CH2:4][CH2:3][CH2:2]1.OO.[OH-].[Li+].S([O-])([O-])=[O:38].[Na+].[Na+]. (2) Given the product [C:22]([N:18]1[CH2:19][CH2:20][N:21]([C:11](=[O:12])[C:10]([C:3]2[C:4]3[C:9](=[CH:8][CH:7]=[CH:6][CH:5]=3)[NH:1][N:2]=2)=[O:14])[CH2:16][CH2:17]1)(=[O:29])[C:23]1[CH:28]=[CH:27][CH:26]=[CH:25][CH:24]=1, predict the reactants needed to synthesize it. The reactants are: [NH:1]1[C:9]2[C:4](=[CH:5][CH:6]=[CH:7][CH:8]=2)[C:3]([C:10](=[O:14])[C:11](Cl)=[O:12])=[N:2]1.C[C@H:16]1[NH:21][CH2:20][CH2:19][N:18]([C:22](=[O:29])[C:23]2[CH:28]=[CH:27][CH:26]=[CH:25][CH:24]=2)[CH2:17]1.N1C=CC=CC=1.